From a dataset of Reaction yield outcomes from USPTO patents with 853,638 reactions. Predict the reaction yield, written as a fraction of the theoretical maximum amount of product (1.0 means a 100% yield; for example, 0.34 means a 34% yield). The reactants are [Cl:1][C:2]1[CH:9]=[CH:8][CH:7]=[C:6](F)[C:3]=1[CH:4]=O.O.[NH2:12][NH2:13].COCCOC. No catalyst specified. The product is [Cl:1][C:2]1[CH:9]=[CH:8][CH:7]=[C:6]2[C:3]=1[CH:4]=[N:12][NH:13]2. The yield is 0.620.